Task: Predict the product of the given reaction.. Dataset: Forward reaction prediction with 1.9M reactions from USPTO patents (1976-2016) (1) Given the reactants Cl.[Cl:2][C:3]1[C:4]([F:28])=[C:5]([CH:25]=[CH:26][CH:27]=1)[NH:6][C:7]1[C:16]2[C:11](=[CH:12][C:13]([O:23][CH3:24])=[C:14]([O:17][C@H:18]3[CH2:22][CH2:21][NH:20][CH2:19]3)[CH:15]=2)[N:10]=[CH:9][N:8]=1.[CH3:29][N:30]([CH3:35])[S:31](Cl)(=[O:33])=[O:32], predict the reaction product. The product is: [Cl:2][C:3]1[C:4]([F:28])=[C:5]([CH:25]=[CH:26][CH:27]=1)[NH:6][C:7]1[C:16]2[C:11](=[CH:12][C:13]([O:23][CH3:24])=[C:14]([O:17][C@H:18]3[CH2:22][CH2:21][N:20]([S:31](=[O:33])(=[O:32])[N:30]([CH3:35])[CH3:29])[CH2:19]3)[CH:15]=2)[N:10]=[CH:9][N:8]=1. (2) Given the reactants [C:1]([NH:11][CH2:12][C:13]([OH:15])=O)([O:3][CH2:4][C:5]1[CH:10]=[CH:9][CH:8]=[CH:7][CH:6]=1)=[O:2].CCN=C=NCCCN(C)C.CCN(C(C)C)C(C)C.[Si:36]([O:43][CH2:44][CH2:45][N:46]([CH2:61][CH2:62][C:63]([O:65][CH2:66][C:67]1[CH:72]=[CH:71][CH:70]=[CH:69][CH:68]=1)=[O:64])[C:47](=[O:60])[CH2:48][NH:49][CH2:50][CH2:51][O:52][Si:53]([CH3:59])([CH3:58])[C:54]([CH3:57])([CH3:56])[CH3:55])([C:39]([CH3:42])([CH3:41])[CH3:40])([CH3:38])[CH3:37], predict the reaction product. The product is: [CH2:4]([O:3][C:1]([NH:11][CH2:12][C:13]([N:49]([CH2:48][C:47](=[O:60])[N:46]([CH2:45][CH2:44][O:43][Si:36]([C:39]([CH3:42])([CH3:41])[CH3:40])([CH3:37])[CH3:38])[CH2:61][CH2:62][C:63]([O:65][CH2:66][C:67]1[CH:68]=[CH:69][CH:70]=[CH:71][CH:72]=1)=[O:64])[CH2:50][CH2:51][O:52][Si:53]([CH3:59])([CH3:58])[C:54]([CH3:55])([CH3:56])[CH3:57])=[O:15])=[O:2])[C:5]1[CH:6]=[CH:7][CH:8]=[CH:9][CH:10]=1.